Task: Predict the product of the given reaction.. Dataset: Forward reaction prediction with 1.9M reactions from USPTO patents (1976-2016) (1) Given the reactants [NH2:1][C@@:2]1([C:11]([OH:13])=[O:12])[CH2:7][CH2:6][C@@H:5]2[C@H:3]1[C@H:4]2[C:8]([OH:10])=[O:9].O1CCOCC1.Cl[C:21]([O:23][CH2:24][CH:25]=[CH2:26])=[O:22], predict the reaction product. The product is: [CH2:24]([O:23][C:21]([NH:1][C@@:2]1([C:11]([OH:13])=[O:12])[CH2:7][CH2:6][C@@H:5]2[C@H:3]1[C@H:4]2[C:8]([OH:10])=[O:9])=[O:22])[CH:25]=[CH2:26]. (2) Given the reactants [CH2:1]([C:5]1[N:6]=[C:7]([CH3:27])[NH:8][C:9](=[O:26])[C:10]=1[CH2:11][C:12]1[CH:17]=[CH:16][C:15]([C:18]2[C:19]([C:24]#[N:25])=[CH:20][CH:21]=[CH:22][CH:23]=2)=[CH:14][CH:13]=1)[CH2:2][CH2:3][CH3:4].C(=O)([O-])[O-].[K+].[K+].Br[CH2:35][C:36]1[CH:37]=[C:38]([C:42](=[O:44])[CH3:43])[CH:39]=[CH:40][CH:41]=1.CN(C)C=O, predict the reaction product. The product is: [C:42]([C:38]1[CH:37]=[C:36]([CH:41]=[CH:40][CH:39]=1)[CH2:35][N:8]1[C:9](=[O:26])[C:10]([CH2:11][C:12]2[CH:17]=[CH:16][C:15]([C:18]3[C:19]([C:24]#[N:25])=[CH:20][CH:21]=[CH:22][CH:23]=3)=[CH:14][CH:13]=2)=[C:5]([CH2:1][CH2:2][CH2:3][CH3:4])[N:6]=[C:7]1[CH3:27])(=[O:44])[CH3:43]. (3) Given the reactants [CH3:1][C:2]1[CH:36]=[CH:35][C:5]([CH2:6][N:7]2[C:12](=[N:13][C:14]3[CH:19]=[CH:18][C:17]([O:20][CH:21]([CH3:23])[CH3:22])=[C:16]([CH:24]=[CH2:25])[CH:15]=3)[NH:11][C:10](=[O:26])[N:9]([CH2:27][C@@H:28]([C:30]([O:32][CH3:33])=[O:31])[CH3:29])[C:8]2=[O:34])=[CH:4][CH:3]=1, predict the reaction product. The product is: [CH3:1][C:2]1[CH:3]=[CH:4][C:5]([CH2:6][N:7]2[C:12](=[N:13][C:14]3[CH:19]=[CH:18][C:17]([O:20][CH:21]([CH3:22])[CH3:23])=[C:16]([CH2:24][CH3:25])[CH:15]=3)[NH:11][C:10](=[O:26])[N:9]([CH2:27][C@@H:28]([C:30]([O:32][CH3:33])=[O:31])[CH3:29])[C:8]2=[O:34])=[CH:35][CH:36]=1. (4) Given the reactants [Cl:1][C:2]1[N:3]=[C:4](Cl)[C:5]2[CH2:10][N:9]([CH:11]([CH3:13])[CH3:12])[C:8](=[O:14])[C:6]=2[N:7]=1.Cl.[CH3:17][C:18]([NH2:28])([CH3:27])[CH2:19][C:20]1[CH:25]=[CH:24][C:23]([CH3:26])=[CH:22][CH:21]=1.CCN(C(C)C)C(C)C, predict the reaction product. The product is: [Cl:1][C:2]1[N:3]=[C:4]([NH:28][C:18]([CH3:27])([CH3:17])[CH2:19][C:20]2[CH:25]=[CH:24][C:23]([CH3:26])=[CH:22][CH:21]=2)[C:5]2[CH2:10][N:9]([CH:11]([CH3:13])[CH3:12])[C:8](=[O:14])[C:6]=2[N:7]=1.